Dataset: NCI-60 drug combinations with 297,098 pairs across 59 cell lines. Task: Regression. Given two drug SMILES strings and cell line genomic features, predict the synergy score measuring deviation from expected non-interaction effect. Drug 2: CCC(=C(C1=CC=CC=C1)C2=CC=C(C=C2)OCCN(C)C)C3=CC=CC=C3.C(C(=O)O)C(CC(=O)O)(C(=O)O)O. Cell line: MCF7. Drug 1: C1C(C(OC1N2C=C(C(=O)NC2=O)F)CO)O. Synergy scores: CSS=21.0, Synergy_ZIP=-3.94, Synergy_Bliss=-0.897, Synergy_Loewe=-7.46, Synergy_HSA=2.48.